From a dataset of NCI-60 drug combinations with 297,098 pairs across 59 cell lines. Regression. Given two drug SMILES strings and cell line genomic features, predict the synergy score measuring deviation from expected non-interaction effect. (1) Drug 1: C1=CC(=CC=C1C#N)C(C2=CC=C(C=C2)C#N)N3C=NC=N3. Drug 2: CC1=C(C=C(C=C1)NC(=O)C2=CC=C(C=C2)CN3CCN(CC3)C)NC4=NC=CC(=N4)C5=CN=CC=C5. Cell line: KM12. Synergy scores: CSS=2.73, Synergy_ZIP=1.52, Synergy_Bliss=-4.85, Synergy_Loewe=3.46, Synergy_HSA=-4.21. (2) Drug 1: C1CN1C2=NC(=NC(=N2)N3CC3)N4CC4. Drug 2: COC1=C(C=C2C(=C1)N=CN=C2NC3=CC(=C(C=C3)F)Cl)OCCCN4CCOCC4. Cell line: TK-10. Synergy scores: CSS=22.0, Synergy_ZIP=-10.2, Synergy_Bliss=-4.87, Synergy_Loewe=-3.17, Synergy_HSA=-2.26. (3) Drug 1: CC1OCC2C(O1)C(C(C(O2)OC3C4COC(=O)C4C(C5=CC6=C(C=C35)OCO6)C7=CC(=C(C(=C7)OC)O)OC)O)O. Drug 2: CC(C)CN1C=NC2=C1C3=CC=CC=C3N=C2N. Cell line: COLO 205. Synergy scores: CSS=54.8, Synergy_ZIP=0.680, Synergy_Bliss=1.06, Synergy_Loewe=-3.02, Synergy_HSA=1.25. (4) Drug 1: C1=CN(C(=O)N=C1N)C2C(C(C(O2)CO)O)(F)F. Drug 2: C1CC(C1)(C2=CC=C(C=C2)C3=C(C=C4C(=N3)C=CN5C4=NNC5=O)C6=CC=CC=C6)N. Cell line: UACC62. Synergy scores: CSS=51.6, Synergy_ZIP=-2.36, Synergy_Bliss=-0.637, Synergy_Loewe=-1.71, Synergy_HSA=4.70.